From a dataset of Reaction yield outcomes from USPTO patents with 853,638 reactions. Predict the reaction yield, written as a fraction of the theoretical maximum amount of product (1.0 means a 100% yield; for example, 0.34 means a 34% yield). The reactants are [C:1]([NH:8][CH:9]1[CH2:14][CH2:13][NH:12][CH2:11][CH2:10]1)([O:3][C:4]([CH3:7])([CH3:6])[CH3:5])=[O:2].C(N(CC)CC)C.Cl[C:23]([O:25][CH:26]([CH3:28])[CH3:27])=[O:24]. The catalyst is C(Cl)Cl. The product is [CH:26]([O:25][C:23]([N:12]1[CH2:13][CH2:14][CH:9]([NH:8][C:1]([O:3][C:4]([CH3:7])([CH3:6])[CH3:5])=[O:2])[CH2:10][CH2:11]1)=[O:24])([CH3:28])[CH3:27]. The yield is 0.870.